Dataset: Peptide-MHC class I binding affinity with 185,985 pairs from IEDB/IMGT. Task: Regression. Given a peptide amino acid sequence and an MHC pseudo amino acid sequence, predict their binding affinity value. This is MHC class I binding data. The MHC is HLA-B58:01 with pseudo-sequence HLA-B58:01. The binding affinity (normalized) is 0.0847. The peptide sequence is AEMRAYHGF.